From a dataset of Full USPTO retrosynthesis dataset with 1.9M reactions from patents (1976-2016). Predict the reactants needed to synthesize the given product. Given the product [C:1]([C:3]1[N:11]=[C:10]2[C:6]([N:7]([CH2:17][C:18]3[CH:23]=[CH:22][C:21]([C:24]([F:25])([F:27])[F:26])=[CH:20][CH:19]=3)[C:8]([C:12]([NH:35][C@H:36]([C:39]3[CH:44]=[CH:43][CH:42]=[CH:41][CH:40]=3)[CH2:37][OH:38])=[O:13])=[N:9]2)=[C:5]([NH:28][C@@H:29]([CH:31]2[CH2:34][CH2:33][CH2:32]2)[CH3:30])[N:4]=1)#[N:2], predict the reactants needed to synthesize it. The reactants are: [C:1]([C:3]1[N:11]=[C:10]2[C:6]([N:7]([CH2:17][C:18]3[CH:23]=[CH:22][C:21]([C:24]([F:27])([F:26])[F:25])=[CH:20][CH:19]=3)[C:8]([C:12](OCC)=[O:13])=[N:9]2)=[C:5]([NH:28][C@@H:29]([CH:31]2[CH2:34][CH2:33][CH2:32]2)[CH3:30])[N:4]=1)#[N:2].[NH2:35][C@H:36]([C:39]1[CH:44]=[CH:43][CH:42]=[CH:41][CH:40]=1)[CH2:37][OH:38].